Dataset: Reaction yield outcomes from USPTO patents with 853,638 reactions. Task: Predict the reaction yield, written as a fraction of the theoretical maximum amount of product (1.0 means a 100% yield; for example, 0.34 means a 34% yield). (1) The reactants are COP([CH2:7][C:8](=[O:16])[C:9]([F:15])([F:14])[CH2:10][CH2:11][CH2:12][CH3:13])(=O)OC.O.[OH-].[Li+].O.[O:21]=[C:22]1[O:26][C@H:25]2[CH2:27][C@@H:28]([O:32][C:33]([C:35]3[CH:40]=[CH:39][CH:38]=[CH:37][CH:36]=3)=[O:34])[C@H:29]([CH:30]=O)[C@H:24]2[CH2:23]1. The catalyst is COC(C)(C)C. The product is [F:15][C:9]([F:14])([CH2:10][CH2:11][CH2:12][CH3:13])[C:8](=[O:16])/[CH:7]=[CH:30]/[C@@H:29]1[C@@H:24]2[C@@H:25]([O:26][C:22](=[O:21])[CH2:23]2)[CH2:27][C@H:28]1[O:32][C:33]([C:35]1[CH:40]=[CH:39][CH:38]=[CH:37][CH:36]=1)=[O:34]. The yield is 0.495. (2) The yield is 1.00. The product is [C:11]([O:8][C:5]1[CH:6]=[CH:7][C:2]([Br:1])=[CH:3][CH:4]=1)(=[O:14])[CH:12]=[CH2:13]. The catalyst is O1CCCC1. The reactants are [Br:1][C:2]1[CH:7]=[CH:6][C:5]([OH:8])=[CH:4][CH:3]=1.[H-].[Na+].[C:11](Cl)(=[O:14])[CH:12]=[CH2:13].O. (3) The reactants are O=[C:2]1[C:15]2[CH:14]=[CH:13][C:12]([C:16]([OH:18])=[O:17])=[CH:11][C:10]=2[NH:9][C:8]2[CH2:7][CH2:6][CH2:5][CH2:4][C:3]1=2.P(Cl)(Cl)([Cl:21])=O. No catalyst specified. The product is [Cl:21][C:2]1[C:3]2[CH2:4][CH2:5][CH2:6][CH2:7][C:8]=2[N:9]=[C:10]2[C:15]=1[CH:14]=[CH:13][C:12]([C:16]([OH:18])=[O:17])=[CH:11]2. The yield is 0.880.